Dataset: Choline transporter screen with 302,306 compounds. Task: Binary Classification. Given a drug SMILES string, predict its activity (active/inactive) in a high-throughput screening assay against a specified biological target. (1) The drug is Brc1cc(S(=O)(=O)Nc2cc(cc(c2)C(F)(F)F)C(F)(F)F)c(nc1)N. The result is 1 (active). (2) The compound is O=C1N2C(NC(=O)c3n(ncc23)CC)c2c1cccc2. The result is 0 (inactive). (3) The compound is O=C1N(C(=O)CC1N1CCc2c1cccc2)c1c(CC)cccc1. The result is 0 (inactive). (4) The drug is s1c2cc(n(c2cc1)C)C(=O)N(C1CCCC1)CC(=O)NCc1ccc(OC)cc1. The result is 0 (inactive). (5) The drug is s1c2c(CCCC2)c(c1NC(=O)c1ccccc1)C(=O)NC(CCCN(CC)CC)C. The result is 1 (active).